The task is: Binary Classification. Given a miRNA mature sequence and a target amino acid sequence, predict their likelihood of interaction.. This data is from Experimentally validated miRNA-target interactions with 360,000+ pairs, plus equal number of negative samples. The miRNA is hsa-miR-1295a with sequence UUAGGCCGCAGAUCUGGGUGA. The protein sequence of the target gene is MADEKTFRIGFIVLGLFLLALGTFLMSHDRPQVYGTFYAMGSVMVIGGIIWSMCQCYPKITFVPADSDFQGILSPKAMGLLENGLAAEMKSPSPQPPYVRLWEEAAYDQSLPDFSHIQMKVMSYSEDHRSLLAPEMGQPKLGTSDGGEGGPGDVQAWMEAAVVIHKGSDESEGERRLTQSWPGPLACPQGPAPLASFQDDLDMDSSEGSSPNASPHDREEACSPQQEPQGCRCPLDRFQDFALIDAPTLEDEPQEGQQWEIALPNNWQRYPRTKVEEKEASDTGGEEPEKEEEDLYYGLP.... Result: 1 (interaction).